This data is from Peptide-MHC class II binding affinity with 134,281 pairs from IEDB. The task is: Regression. Given a peptide amino acid sequence and an MHC pseudo amino acid sequence, predict their binding affinity value. This is MHC class II binding data. (1) The MHC is HLA-DQA10401-DQB10402 with pseudo-sequence HLA-DQA10401-DQB10402. The binding affinity (normalized) is 0.122. The peptide sequence is GPLLVLQAGFFLLTR. (2) The peptide sequence is KPVSKMRMATPLLMQALY. The MHC is HLA-DQA10501-DQB10201 with pseudo-sequence HLA-DQA10501-DQB10201. The binding affinity (normalized) is 0.565. (3) The peptide sequence is GTWTYDGSVVA. The MHC is DRB1_0701 with pseudo-sequence DRB1_0701. The binding affinity (normalized) is 0.479. (4) The peptide sequence is FLAVALVAGPAGSYA. The MHC is HLA-DPA10201-DPB10101 with pseudo-sequence HLA-DPA10201-DPB10101. The binding affinity (normalized) is 0.0485. (5) The peptide sequence is RQSGATIADVLAEKE. The MHC is HLA-DQA10501-DQB10301 with pseudo-sequence HLA-DQA10501-DQB10301. The binding affinity (normalized) is 0.491. (6) The peptide sequence is SWLEPVQFLRSVFAN. The MHC is DRB1_0701 with pseudo-sequence DRB1_0701. The binding affinity (normalized) is 0.410. (7) The peptide sequence is GGNFAGGGFGMLLRK. The MHC is HLA-DPA10201-DPB10101 with pseudo-sequence HLA-DPA10201-DPB10101. The binding affinity (normalized) is 0.462.